This data is from Full USPTO retrosynthesis dataset with 1.9M reactions from patents (1976-2016). The task is: Predict the reactants needed to synthesize the given product. (1) Given the product [CH3:1][O:2][C:3]([C:5]1[CH:6]=[C:7]([Cl:24])[CH:8]=[C:9]2[C:14]=1[NH:13][CH:12]([C:15]1[CH:20]=[CH:19][CH:18]=[C:17]([N:41]3[CH2:42][CH2:43][N:38]([C:33]4[CH:34]=[CH:35][CH:36]=[CH:37][C:32]=4[CH3:44])[CH2:39][CH2:40]3)[CH:16]=1)[C:11]([CH3:23])([CH3:22])[CH2:10]2)=[O:4], predict the reactants needed to synthesize it. The reactants are: [CH3:1][O:2][C:3]([C:5]1[CH:6]=[C:7]([Cl:24])[CH:8]=[C:9]2[C:14]=1[NH:13][CH:12]([C:15]1[CH:20]=[CH:19][CH:18]=[C:17](Br)[CH:16]=1)[C:11]([CH3:23])([CH3:22])[CH2:10]2)=[O:4].C(=O)([O-])[O-].[Cs+].[Cs+].Cl.[C:32]1([CH3:44])[CH:37]=[CH:36][CH:35]=[CH:34][C:33]=1[N:38]1[CH2:43][CH2:42][NH:41][CH2:40][CH2:39]1. (2) Given the product [NH2:8][CH2:9][CH2:10][NH:11][C:12]1[C:13]([C:31]([OH:33])=[O:32])=[N:14][N:15]([C:24]2[CH:29]=[CH:28][CH:27]=[CH:26][C:25]=2[Cl:30])[C:16]=1[C:17]1[CH:18]=[CH:19][C:20]([Cl:23])=[CH:21][CH:22]=1, predict the reactants needed to synthesize it. The reactants are: C(OC([NH:8][CH2:9][CH2:10][NH:11][C:12]1[C:13]([C:31]([OH:33])=[O:32])=[N:14][N:15]([C:24]2[CH:29]=[CH:28][CH:27]=[CH:26][C:25]=2[Cl:30])[C:16]=1[C:17]1[CH:22]=[CH:21][C:20]([Cl:23])=[CH:19][CH:18]=1)=O)(C)(C)C.Cl.CCO. (3) Given the product [C:42]1([CH2:45][O:48][C:47]([N:20]2[CH2:19][CH:18]=[C:17]([C:7]3[N:6]([CH3:24])[C:5]([C:3]([O:2][CH3:1])=[O:4])=[C:9]([C:10]4[CH:15]=[CH:14][C:13]([F:16])=[CH:12][CH:11]=4)[C:8]=3[C:17]3[CH:22]=[CH:21][N:20]=[CH:19][CH:18]=3)[CH2:22][CH2:21]2)=[O:50])[CH:41]=[CH:40][CH:39]=[CH:44][CH:43]=1, predict the reactants needed to synthesize it. The reactants are: [CH3:1][O:2][C:3]([C:5]1[N:6]([CH3:24])[C:7](Br)=[C:8]([C:17]2[CH:22]=[CH:21][N:20]=[CH:19][CH:18]=2)[C:9]=1[C:10]1[CH:15]=[CH:14][C:13]([F:16])=[CH:12][CH:11]=1)=[O:4].[C:42]1([CH3:45])[CH:43]=[CH:44][C:39](P([C:39]2[CH:44]=[CH:43][C:42]([CH3:45])=[CH:41][CH:40]=2)[C:39]2[CH:44]=[CH:43][C:42]([CH3:45])=[CH:41][CH:40]=2)=[CH:40][CH:41]=1.[C:47](=[O:50])([O-])[O-:48].[Na+].[Na+]. (4) Given the product [CH3:1][C:2]1[CH:3]=[CH:4][C:5]([C:8]2([CH2:9][CH2:10][CH2:11][O:12][CH2:13][CH2:14][C:15]3[CH:16]=[CH:17][CH:18]=[CH:19][CH:20]=3)[O:24][CH2:22][CH2:23][O:21]2)=[CH:6][CH:7]=1, predict the reactants needed to synthesize it. The reactants are: [CH3:1][C:2]1[CH:7]=[CH:6][C:5]([C:8](=[O:21])[CH2:9][CH2:10][CH2:11][O:12][CH2:13][CH2:14][C:15]2[CH:20]=[CH:19][CH:18]=[CH:17][CH:16]=2)=[CH:4][CH:3]=1.[C:22](OC(C)(CCCC(=O)C1C=CC=CC=1)CCC=C(C)C)(=[O:24])[CH3:23].O(CC(OCCCCC(=O)C1C=CC=CC=1)=O)C1C=CC=CC=1.C(OCCCC(C1C=CC(C)=CC=1)=O)CCCCCCCCC.COC1C=CC(C(=O)CCCOCCC2C=CC=CC=2)=CC=1.C(OCCCC(C1C=CC(OC)=CC=1)=O)CCCCCCCCC.